From a dataset of Forward reaction prediction with 1.9M reactions from USPTO patents (1976-2016). Predict the product of the given reaction. (1) Given the reactants [C:1]([O:5][C:6](=[O:35])[N:7]([CH2:15][C:16]1[CH:21]=[CH:20][C:19]([CH2:22][NH:23][CH2:24][CH2:25][CH2:26][CH2:27][N:28]([CH2:32][CH2:33][CH3:34])[CH2:29][CH2:30][CH3:31])=[CH:18][CH:17]=1)[CH2:8][C:9]1[N:10]([CH3:14])[CH:11]=[CH:12][N:13]=1)([CH3:4])([CH3:3])[CH3:2].C(N(CC)CC)C.[CH3:43][S:44](Cl)(=[O:46])=[O:45].O, predict the reaction product. The product is: [C:1]([O:5][C:6](=[O:35])[N:7]([CH2:15][C:16]1[CH:17]=[CH:18][C:19]([CH2:22][N:23]([CH2:24][CH2:25][CH2:26][CH2:27][N:28]([CH2:29][CH2:30][CH3:31])[CH2:32][CH2:33][CH3:34])[S:44]([CH3:43])(=[O:46])=[O:45])=[CH:20][CH:21]=1)[CH2:8][C:9]1[N:10]([CH3:14])[CH:11]=[CH:12][N:13]=1)([CH3:3])([CH3:4])[CH3:2]. (2) Given the reactants C([O:8][C:9]1[CH:17]=[C:16]([CH2:18][C:19]2[C:20]([NH2:26])=[N:21][C:22]([NH2:25])=[N:23][CH:24]=2)[CH:15]=[C:14]2[C:10]=1[CH:11]=[C:12]([CH3:29])[N:13]2[CH2:27][CH3:28])C1C=CC=CC=1, predict the reaction product. The product is: [NH2:25][C:22]1[N:21]=[C:20]([NH2:26])[C:19]([CH2:18][C:16]2[CH:17]=[C:9]([OH:8])[C:10]3[CH:11]=[C:12]([CH3:29])[N:13]([CH2:27][CH3:28])[C:14]=3[CH:15]=2)=[CH:24][N:23]=1. (3) The product is: [C:36]([N:31]1[C:32]2[C:28](=[CH:27][CH:26]=[C:25]([N:14]([CH:11]3[CH2:10][CH2:9][N:8]([CH2:1][C:2]4[CH:3]=[CH:4][CH:5]=[CH:6][CH:7]=4)[CH2:13][CH2:12]3)[C:15](=[O:24])/[CH:16]=[CH:17]/[C:18]3[CH:23]=[CH:22][CH:21]=[CH:20][CH:19]=3)[CH:33]=2)[CH:29]=[CH:30]1)(=[O:38])[CH3:37]. Given the reactants [CH2:1]([N:8]1[CH2:13][CH2:12][CH:11]([N:14]([C:25]2[CH:33]=[C:32]3[C:28]([CH:29]=[CH:30][NH:31]3)=[CH:27][CH:26]=2)[C:15](=[O:24])/[CH:16]=[CH:17]/[C:18]2[CH:23]=[CH:22][CH:21]=[CH:20][CH:19]=2)[CH2:10][CH2:9]1)[C:2]1[CH:7]=[CH:6][CH:5]=[CH:4][CH:3]=1.[H-].[Na+].[C:36](Cl)(=[O:38])[CH3:37], predict the reaction product. (4) Given the reactants C(OC([N:8]1[CH2:12][C:11]([F:14])([F:13])[CH2:10][CH:9]1[CH2:15][C:16]([OH:18])=[O:17])=O)(C)(C)C.[ClH:19], predict the reaction product. The product is: [ClH:19].[F:14][C:11]1([F:13])[CH2:12][NH:8][CH:9]([CH2:15][C:16]([OH:18])=[O:17])[CH2:10]1. (5) Given the reactants C([O-])([O-])=O.[K+].[K+].[F:7][C:8]([F:18])([F:17])[C:9]1[N:10]=[C:11]([CH2:14][C:15]#[N:16])[S:12][CH:13]=1.Br[CH2:20][CH2:21]Br.Cl, predict the reaction product. The product is: [F:18][C:8]([F:7])([F:17])[C:9]1[N:10]=[C:11]([C:14]2([C:15]#[N:16])[CH2:21][CH2:20]2)[S:12][CH:13]=1. (6) The product is: [CH2:7]([N:9]1[C:17]2[C:12](=[N:13][CH:14]=[CH:15][CH:16]=2)[N:11]([C:18]2[CH:19]=[CH:20][C:21]([O:22][C:23]3[N:27]([CH2:28][CH2:29][OH:30])[C:26]4[CH:34]=[CH:35][CH:36]=[CH:37][C:25]=4[N:24]=3)=[CH:38][CH:39]=2)[C:10]1=[O:40])[CH3:8]. Given the reactants [H-].[Al+3].[Li+].[H-].[H-].[H-].[CH2:7]([N:9]1[C:17]2[C:12](=[N:13][CH:14]=[CH:15][CH:16]=2)[N:11]([C:18]2[CH:39]=[CH:38][C:21]([O:22][C:23]3[N:27]([CH2:28][C:29](OCC)=[O:30])[C:26]4[CH:34]=[CH:35][CH:36]=[CH:37][C:25]=4[N:24]=3)=[CH:20][CH:19]=2)[C:10]1=[O:40])[CH3:8].[Cl-].[Cl-].[Ca+2], predict the reaction product. (7) Given the reactants [C:1]([C:3]1[C@@H:8]([C:9]2[CH:14]=[CH:13][C:12]([C:15]#[N:16])=[CH:11][C:10]=2[S:17]([CH3:20])(=[O:19])=[O:18])[N:7]([CH2:21][C:22](O)=[O:23])[C:6](=[O:25])[N:5]([C:26]2[CH:31]=[CH:30][CH:29]=[C:28]([C:32]([F:35])([F:34])[F:33])[CH:27]=2)[C:4]=1[CH3:36])#[N:2].CN(C(ON1N=NC2C=CC=NC1=2)=[N+](C)C)C.F[P-](F)(F)(F)(F)F.[NH2:61][CH2:62][CH2:63][OH:64].C(N(CC)C(C)C)(C)C, predict the reaction product. The product is: [C:1]([C:3]1[C@@H:8]([C:9]2[CH:14]=[CH:13][C:12]([C:15]#[N:16])=[CH:11][C:10]=2[S:17]([CH3:20])(=[O:18])=[O:19])[N:7]([CH2:21][C:22]([NH:61][CH2:62][CH2:63][OH:64])=[O:23])[C:6](=[O:25])[N:5]([C:26]2[CH:31]=[CH:30][CH:29]=[C:28]([C:32]([F:34])([F:33])[F:35])[CH:27]=2)[C:4]=1[CH3:36])#[N:2]. (8) Given the reactants Br[C:2]1[CH:3]=[C:4]2[C:10]([C@@H:11]([C:13]3[C:18]([O:19][CH3:20])=[CH:17][CH:16]=[C:15]([F:21])[C:14]=3[Cl:22])[CH3:12])=[CH:9][NH:8][C:5]2=[N:6][CH:7]=1.[CH3:23][C:24]1[C:28](B2OC(C)(C)C(C)(C)O2)=[C:27]([CH3:38])[N:26]([C@H:39]2[CH2:44][CH2:43][C@H:42]([C:45]([O:47][CH2:48][CH3:49])=[O:46])[CH2:41][CH2:40]2)[N:25]=1.[F-].[K+].O, predict the reaction product. The product is: [Cl:22][C:14]1[C:15]([F:21])=[CH:16][CH:17]=[C:18]([O:19][CH3:20])[C:13]=1[C@H:11]([C:10]1[C:4]2[C:5](=[N:6][CH:7]=[C:2]([C:28]3[C:24]([CH3:23])=[N:25][N:26]([C@H:39]4[CH2:40][CH2:41][C@H:42]([C:45]([O:47][CH2:48][CH3:49])=[O:46])[CH2:43][CH2:44]4)[C:27]=3[CH3:38])[CH:3]=2)[NH:8][CH:9]=1)[CH3:12]. (9) Given the reactants [Cl:1][C:2]1[N:10]=[C:9](I)[N:8]=[C:7]2[C:3]=1[N:4]=[CH:5][N:6]2[CH:12]([CH3:14])[CH3:13].B1([C:21]2[CH:26]=[CH:25][CH:24]=[N:23][CH:22]=2)OCCCO1.C1(C)C=CC=CC=1.C(=O)([O-])[O-].[Na+].[Na+], predict the reaction product. The product is: [Cl:1][C:2]1[N:10]=[C:9]([C:21]2[CH:22]=[N:23][CH:24]=[CH:25][CH:26]=2)[N:8]=[C:7]2[C:3]=1[N:4]=[CH:5][N:6]2[CH:12]([CH3:14])[CH3:13]. (10) Given the reactants [Cl:1][S:2]([C:5]1[CH:6]=[C:7]([CH:11]=[CH:12][CH:13]=1)[C:8]([OH:10])=[O:9])(=[O:4])=[O:3].[C:14]1([CH3:26])[CH:19]=[CH:18][C:17]([S:20]([CH2:23][CH2:24]O)(=[O:22])=[O:21])=[CH:16][CH:15]=1, predict the reaction product. The product is: [C:14]1([CH3:26])[CH:19]=[CH:18][C:17]([S:20]([CH2:23][CH2:24][O:9][C:8](=[O:10])[C:7]2[CH:11]=[CH:12][CH:13]=[C:5]([S:2]([Cl:1])(=[O:4])=[O:3])[CH:6]=2)(=[O:22])=[O:21])=[CH:16][CH:15]=1.